This data is from Catalyst prediction with 721,799 reactions and 888 catalyst types from USPTO. The task is: Predict which catalyst facilitates the given reaction. (1) Reactant: [CH3:1][C:2]1[CH:7]=[CH:6][C:5]([S:8]([O:11][CH2:12][C@H:13]2[C@H:17]([O:18][CH2:19][C:20]3[CH:25]=[CH:24][CH:23]=[CH:22][CH:21]=3)[C@@H:16]([NH:26]C(OC(C)(C)C)=O)[CH2:15][O:14]2)(=[O:10])=[O:9])=[CH:4][CH:3]=1.[F:34][C:35]([F:40])([F:39])[C:36]([OH:38])=[O:37]. Product: [CH3:1][C:2]1[CH:7]=[CH:6][C:5]([S:8]([O:11][CH2:12][C@H:13]2[C@H:17]([O:18][CH2:19][C:20]3[CH:21]=[CH:22][CH:23]=[CH:24][CH:25]=3)[C@@H:16]([NH2:26])[CH2:15][O:14]2)(=[O:9])=[O:10])=[CH:4][CH:3]=1.[F:34][C:35]([F:40])([F:39])[C:36]([O-:38])=[O:37]. The catalyst class is: 4. (2) Reactant: [C:1]12([CH2:15][CH:14]([NH:16][C:17](=[O:32])[NH:18][C:19]3[CH:27]=[CH:26][CH:25]=[C:24]4[C:20]=3[CH:21]=[N:22][N:23]4C(OC)=O)[C:13]3[C:8](=[CH:9][CH:10]=[CH:11][CH:12]=3)[O:7]1)[CH2:6][CH2:5][CH2:4][CH2:3][CH2:2]2.[OH-].[Na+].O. Product: [NH:23]1[C:24]2[C:20](=[C:19]([NH:18][C:17]([NH:16][CH:14]3[C:13]4[C:8](=[CH:9][CH:10]=[CH:11][CH:12]=4)[O:7][C:1]4([CH2:2][CH2:3][CH2:4][CH2:5][CH2:6]4)[CH2:15]3)=[O:32])[CH:27]=[CH:26][CH:25]=2)[CH:21]=[N:22]1. The catalyst class is: 5. (3) Reactant: [Br:1][C:2]1[C:10]([F:11])=[CH:9][CH:8]=[CH:7][C:3]=1[C:4](O)=[O:5].C1CN([P+]([O:28][N:29]2N=NC3C=CC=C[C:30]2=3)(N2CCCC2)N2CCCC2)CC1.F[P-](F)(F)(F)(F)F.[CH3:45]CN(C(C)C)C(C)C. Product: [Br:1][C:2]1[C:10]([F:11])=[CH:9][CH:8]=[CH:7][C:3]=1[C:4]([N:29]([O:28][CH3:45])[CH3:30])=[O:5]. The catalyst class is: 2. (4) Reactant: [C:1]([O:5][C:6]([NH:8][C@@:9]12[CH2:16][CH2:15][CH2:14][C@:13]1([CH3:17])[C:12](=[O:18])[N:11]([C@@H](C1C=CC=CC=1)C)[CH2:10]2)=[O:7])([CH3:4])([CH3:3])[CH3:2].[H][H]. Product: [C:1]([O:5][C:6]([NH:8][C@@:9]12[CH2:16][CH2:15][CH2:14][C@:13]1([CH3:17])[C:12](=[O:18])[NH:11][CH2:10]2)=[O:7])([CH3:4])([CH3:2])[CH3:3]. The catalyst class is: 178. (5) Reactant: [OH-].[Na+].[F:3][C:4]1[CH:5]=[CH:6][C:7]([C:28]2[C:33]([CH3:34])=[CH:32][C:31]([CH2:35][CH2:36][C:37]([OH:40])([CH3:39])[CH3:38])=[CH:30][C:29]=2[CH3:41])=[C:8]2[C:12]=1[C@H:11]([O:13][C:14]1[CH:27]=[CH:26][C:17]3[C@H:18]([CH2:21][C:22]([O:24]C)=[O:23])[CH2:19][O:20][C:16]=3[CH:15]=1)[CH2:10][CH2:9]2. Product: [F:3][C:4]1[CH:5]=[CH:6][C:7]([C:28]2[C:33]([CH3:34])=[CH:32][C:31]([CH2:35][CH2:36][C:37]([OH:40])([CH3:38])[CH3:39])=[CH:30][C:29]=2[CH3:41])=[C:8]2[C:12]=1[C@H:11]([O:13][C:14]1[CH:27]=[CH:26][C:17]3[C@H:18]([CH2:21][C:22]([OH:24])=[O:23])[CH2:19][O:20][C:16]=3[CH:15]=1)[CH2:10][CH2:9]2. The catalyst class is: 5. (6) Reactant: C([O:8][CH2:9][CH2:10][O:11][C:12]([C:14]1[CH:19]=[CH:18][C:17]([C:20]2[CH:25]=[C:24]([O:26]CC3C=CC=CC=3)[CH:23]=[C:22]([O:34]CC3C=CC=CC=3)[CH:21]=2)=[CH:16][CH:15]=1)=[O:13])C1C=CC=CC=1.C. Product: [OH:8][CH2:9][CH2:10][O:11][C:12]([C:14]1[CH:19]=[CH:18][C:17]([C:20]2[CH:21]=[C:22]([OH:34])[CH:23]=[C:24]([OH:26])[CH:25]=2)=[CH:16][CH:15]=1)=[O:13]. The catalyst class is: 312. (7) Reactant: [F:1][C:2]1[CH:7]=[C:6]([I:8])[CH:5]=[CH:4][C:3]=1[NH:9][C:10]1[CH:11]=[N+:12]([O-:36])[CH:13]=[CH:14][C:15]=1[C:16]([N:18]1[CH2:21][C:20]([C@@H:23]2[CH2:28][CH2:27][CH2:26][CH2:25][N:24]2C(OC(C)(C)C)=O)([OH:22])[CH2:19]1)=[O:17].Cl.[O:38]1CCO[CH2:40][CH2:39]1. Product: [C:39]([O:22][C:20]1([C@@H:23]2[CH2:28][CH2:27][CH2:26][CH2:25][NH:24]2)[CH2:21][N:18]([C:16]([C:15]2[CH:14]=[CH:13][N+:12]([O-:36])=[CH:11][C:10]=2[NH:9][C:3]2[CH:4]=[CH:5][C:6]([I:8])=[CH:7][C:2]=2[F:1])=[O:17])[CH2:19]1)(=[O:38])[CH3:40]. The catalyst class is: 5. (8) Reactant: C([O:3][C:4]([N:6]1[C:11]([S:12][CH2:13][CH3:14])=[CH:10][CH:9]=[CH:8][NH:7]1)=[O:5])C.[OH-].[Na+].Cl. Product: [CH2:13]([S:12][C:11]1[N:6]([C:4]([OH:5])=[O:3])[NH:7][CH:8]=[CH:9][CH:10]=1)[CH3:14]. The catalyst class is: 5. (9) Reactant: [NH:1]1[CH2:6][CH2:5][CH2:4][CH2:3][CH2:2]1.[Cl:7][CH2:8][C:9](Cl)=[O:10]. Product: [Cl:7][CH2:8][C:9]([N:1]1[CH2:6][CH2:5][CH2:4][CH2:3][CH2:2]1)=[O:10]. The catalyst class is: 4. (10) Reactant: [CH3:1][O:2][C:3]1[CH:12]=[CH:11][C:6]([C:7]([NH:9][CH3:10])=[O:8])=[CH:5][C:4]=1[N+:13]([O-])=O.[Sn](Cl)(Cl)(Cl)Cl.[OH-].[Na+]. Product: [NH2:13][C:4]1[CH:5]=[C:6]([CH:11]=[CH:12][C:3]=1[O:2][CH3:1])[C:7]([NH:9][CH3:10])=[O:8]. The catalyst class is: 25.